From a dataset of Forward reaction prediction with 1.9M reactions from USPTO patents (1976-2016). Predict the product of the given reaction. (1) Given the reactants [CH3:1][C:2]1[N:7]=[C:6]([C:8]([OH:10])=O)[C:5]([C:11]2[O:12][C:13]([CH3:16])=[CH:14][N:15]=2)=[CH:4][CH:3]=1.CCN(C(C)C)C(C)C.CN(C(ON1N=NC2C=CC=CC1=2)=[N+](C)C)C.[B-](F)(F)(F)F.[C@@H:48]12[CH2:54][C@@H:53]1[CH2:52][C@@H:51]([CH2:55][NH:56][C:57]1[N:62]=[CH:61][C:60]([C:63]([F:66])([F:65])[F:64])=[CH:59][N:58]=1)[NH:50][CH2:49]2.C([O-])(O)=O.[Na+], predict the reaction product. The product is: [CH3:1][C:2]1[N:7]=[C:6]([C:8]([N:50]2[C@H:51]([CH2:55][NH:56][C:57]3[N:58]=[CH:59][C:60]([C:63]([F:66])([F:64])[F:65])=[CH:61][N:62]=3)[CH2:52][C@@H:53]3[C@@H:48]([CH2:54]3)[CH2:49]2)=[O:10])[C:5]([C:11]2[O:12][C:13]([CH3:16])=[CH:14][N:15]=2)=[CH:4][CH:3]=1. (2) Given the reactants Cl[C:2]1[C:3]2[C:4](=[CH:16][N:17](CC3C=CC(OC)=CC=3)[N:18]=2)[N:5]=[C:6]([C:8]2[CH:13]=[CH:12][CH:11]=[C:10]([O:14][CH3:15])[CH:9]=2)[N:7]=1.[O:28]1[CH2:33][CH2:32][N:31]([C:34]2[CH:40]=[CH:39][C:37]([NH2:38])=[CH:36][CH:35]=2)[CH2:30][CH2:29]1.Cl, predict the reaction product. The product is: [CH3:15][O:14][C:10]1[CH:9]=[C:8]([C:6]2[N:7]=[C:2]([NH:38][C:37]3[CH:36]=[CH:35][C:34]([N:31]4[CH2:32][CH2:33][O:28][CH2:29][CH2:30]4)=[CH:40][CH:39]=3)[C:3]3[NH:18][N:17]=[CH:16][C:4]=3[N:5]=2)[CH:13]=[CH:12][CH:11]=1. (3) The product is: [OH:23][C@H:22]([C@@H:7]1[C@H:8]([NH:11][C:12](=[O:21])[O:13][CH2:14][C:15]2[CH:16]=[CH:17][CH:18]=[CH:19][CH:20]=2)[C:9](=[O:10])[N:6]1[CH2:5][C:4]1[CH:29]=[CH:30][C:31]([O:33][CH3:34])=[CH:32][C:3]=1[O:2][CH3:1])[CH2:26][OH:25]. Given the reactants [CH3:1][O:2][C:3]1[CH:32]=[C:31]([O:33][CH3:34])[CH:30]=[CH:29][C:4]=1[CH2:5][N:6]1[C:9](=[O:10])[C@@H:8]([NH:11][C:12](=[O:21])[O:13][CH2:14][C:15]2[CH:20]=[CH:19][CH:18]=[CH:17][CH:16]=2)[C@H:7]1[C@@H:22]1[CH2:26][O:25]C(C)(C)[O:23]1.CC1C=CC(S(O)(=O)=O)=CC=1.O.C([O-])(O)=O.[Na+], predict the reaction product. (4) Given the reactants [Br:1][C:2]1[CH:3]=[C:4]2[C:9](=[CH:10][CH:11]=1)[NH:8][C:7](=O)[C:6]([O:13][C:14]1[CH:19]=[CH:18][C:17]([Cl:20])=[CH:16][CH:15]=1)=[C:5]2[C:21]([F:24])([F:23])[F:22].BrC1C=[C:28]2[C:33](=CC=1)[NH:32][C:31](=O)[C:30](OC1C=CC=CC=1)=C2O, predict the reaction product. The product is: [Br:1][C:2]1[CH:3]=[C:4]2[C:9](=[CH:10][CH:11]=1)[N:8]=[C:7]([N:32]([CH2:33][CH3:28])[CH2:31][CH3:30])[C:6]([O:13][C:14]1[CH:19]=[CH:18][C:17]([Cl:20])=[CH:16][CH:15]=1)=[C:5]2[C:21]([F:24])([F:23])[F:22]. (5) Given the reactants C[O:2][C:3]1[CH:4]=[C:5]([C:9]2[C:14]3[S:15][CH:16]=[C:17]([C:18]4[NH:22][N:21]=[C:20]([NH:23][C:24]5[CH:29]=[CH:28][C:27]([S:30]([NH2:33])(=[O:32])=[O:31])=[CH:26][CH:25]=5)[CH:19]=4)[C:13]=3[CH:12]=[CH:11][CH:10]=2)[CH:6]=[CH:7][CH:8]=1.[Cl-].[NH+]1C=CC=CC=1, predict the reaction product. The product is: [OH:2][C:3]1[CH:4]=[C:5]([C:9]2[C:14]3[S:15][CH:16]=[C:17]([C:18]4[NH:22][N:21]=[C:20]([NH:23][C:24]5[CH:29]=[CH:28][C:27]([S:30]([NH2:33])(=[O:32])=[O:31])=[CH:26][CH:25]=5)[CH:19]=4)[C:13]=3[CH:12]=[CH:11][CH:10]=2)[CH:6]=[CH:7][CH:8]=1.